Predict the reactants needed to synthesize the given product. From a dataset of Full USPTO retrosynthesis dataset with 1.9M reactions from patents (1976-2016). (1) Given the product [Cl:1][C:2]1[CH:3]=[C:4]([S:9]([NH:12][C@@H:13]([C:15]2[N:19]([CH2:20][CH3:21])[C:18]([O:22][C:23]3[CH:28]=[CH:27][CH:26]=[C:25]([N:29]4[CH2:30][CH2:31][C:32](=[O:33])[CH2:37][CH2:38]4)[CH:24]=3)=[N:17][N:16]=2)[CH3:14])(=[O:10])=[O:11])[CH:5]=[CH:6][C:7]=1[Cl:8], predict the reactants needed to synthesize it. The reactants are: [Cl:1][C:2]1[CH:3]=[C:4]([S:9]([NH:12][C@@H:13]([C:15]2[N:19]([CH2:20][CH3:21])[C:18]([O:22][C:23]3[CH:28]=[CH:27][CH:26]=[C:25]([N:29]4[CH2:38][CH2:37][C:32]5(OCC[O:33]5)[CH2:31][CH2:30]4)[CH:24]=3)=[N:17][N:16]=2)[CH3:14])(=[O:11])=[O:10])[CH:5]=[CH:6][C:7]=1[Cl:8].C(=O)(O)[O-].[Na+]. (2) The reactants are: [NH2:1][C:2]1[C:7]([C:8]#[N:9])=[CH:6][CH:5]=[CH:4][N:3]=1.C([O-])([O-])=O.[Na+].[Na+].[Br:16]Br. Given the product [NH2:1][C:2]1[C:7]([C:8]#[N:9])=[CH:6][C:5]([Br:16])=[CH:4][N:3]=1, predict the reactants needed to synthesize it.